This data is from Reaction yield outcomes from USPTO patents with 853,638 reactions. The task is: Predict the reaction yield, written as a fraction of the theoretical maximum amount of product (1.0 means a 100% yield; for example, 0.34 means a 34% yield). The reactants are [CH3:1][C:2]1[CH:3]([C:10]2[CH:15]=[CH:14][CH:13]=[CH:12][C:11]=2[CH:16]=[N:17][C:18]2[C:23]([CH3:24])=[CH:22][C:21]([CH3:25])=[CH:20][C:19]=2[CH3:26])[C:4]([CH3:9])=[C:5]([CH3:8])[C:6]=1[CH3:7].[BH4-].[Na+].O.C1(C)C=CC=CC=1. The catalyst is C(O)(=O)C. The product is [CH3:9][C:4]1[CH:3]([C:10]2[CH:15]=[CH:14][CH:13]=[CH:12][C:11]=2[CH2:16][NH:17][C:18]2[C:23]([CH3:24])=[CH:22][C:21]([CH3:25])=[CH:20][C:19]=2[CH3:26])[C:2]([CH3:1])=[C:6]([CH3:7])[C:5]=1[CH3:8]. The yield is 0.695.